This data is from Catalyst prediction with 721,799 reactions and 888 catalyst types from USPTO. The task is: Predict which catalyst facilitates the given reaction. (1) Reactant: [C:1]([OH:9])(=O)[C:2]1[CH:7]=[CH:6][CH:5]=[N:4][CH:3]=1.Cl.C(N=C=NCCCN(C)C)C.[CH3:22][C:23]1[C:24]([NH2:34])=[N:25][N:26]([C:28]2[CH:33]=[CH:32][CH:31]=[CH:30][N:29]=2)[N:27]=1.P([O-])(O)(O)=O.[Na+]. Product: [CH3:22][C:23]1[C:24]([NH:34][C:1](=[O:9])[C:2]2[CH:7]=[CH:6][CH:5]=[N:4][CH:3]=2)=[N:25][N:26]([C:28]2[CH:33]=[CH:32][CH:31]=[CH:30][N:29]=2)[N:27]=1. The catalyst class is: 112. (2) Reactant: Br[C:2]1[CH:3]=[C:4]2[O:10][CH:9]=[N:8][C:5]2=[N:6][CH:7]=1.[CH3:11][N:12](C(OC(C)(C)C)=O)[CH:13]([CH2:15][CH:16]=[CH2:17])[CH3:14].FC(F)(F)C(O)=O. Product: [CH3:11][NH:12][CH:13]([CH2:15]/[CH:16]=[CH:17]/[C:2]1[CH:3]=[C:4]2[O:10][CH:9]=[N:8][C:5]2=[N:6][CH:7]=1)[CH3:14]. The catalyst class is: 45. (3) Reactant: [F:1][C:2]([F:11])([F:10])[C:3]1[CH:8]=[CH:7][C:6]([OH:9])=[CH:5][CH:4]=1.[CH2:12]([O:14][C:15](=[O:28])[CH:16](Br)[C:17]1[CH:22]=[CH:21][CH:20]=[C:19]([C:23]([F:26])([F:25])[F:24])[CH:18]=1)[CH3:13].C(=O)([O-])[O-].[K+].[K+].C(OCC)(=O)C. Product: [CH2:12]([O:14][C:15](=[O:28])[CH:16]([O:9][C:6]1[CH:5]=[CH:4][C:3]([C:2]([F:10])([F:11])[F:1])=[CH:8][CH:7]=1)[C:17]1[CH:22]=[CH:21][CH:20]=[C:19]([C:23]([F:25])([F:26])[F:24])[CH:18]=1)[CH3:13]. The catalyst class is: 391. (4) Reactant: [N:1]([CH2:4][C:5]1[CH:9]=[CH:8][N:7]([C:10]2[CH:15]=[CH:14][C:13]([I:16])=[CH:12][CH:11]=2)[N:6]=1)=[N+]=[N-]. Product: [I:16][C:13]1[CH:12]=[CH:11][C:10]([N:7]2[CH:8]=[CH:9][C:5]([CH2:4][NH2:1])=[N:6]2)=[CH:15][CH:14]=1. The catalyst class is: 94. (5) Reactant: C[O:2][C:3]1[CH:4]=[C:5]2[C:10](=[CH:11][CH:12]=1)[N:9]=[CH:8][C:7]([N+:13]([O-:15])=[O:14])=[CH:6]2.[OH-].[Na+]. Product: [OH:2][C:3]1[CH:4]=[C:5]2[C:10](=[CH:11][CH:12]=1)[N:9]=[CH:8][C:7]([N+:13]([O-:15])=[O:14])=[CH:6]2. The catalyst class is: 201. (6) Product: [Br:34][C:35]1[C:40]([O:41][CH3:42])=[C:39]([OH:43])[C:38]([Br:44])=[CH:37][C:36]=1[CH2:45][C:46]([CH3:50])([CH3:49])[CH2:47][CH:12]=[O:13]. Reactant: C[Si]([N-][Si](C)(C)C)(C)C.[Li+].[Cl-].[CH3:12][O:13]C[P+](C1C=CC=CC=1)(C1C=CC=CC=1)C1C=CC=CC=1.[Br:34][C:35]1[C:40]([O:41][CH3:42])=[C:39]([OH:43])[C:38]([Br:44])=[CH:37][C:36]=1[CH2:45][C:46]([CH3:50])([CH3:49])[CH:47]=O. The catalyst class is: 295.